From a dataset of Forward reaction prediction with 1.9M reactions from USPTO patents (1976-2016). Predict the product of the given reaction. (1) Given the reactants [C:1]([C:3]1[CH:4]=[C:5]2[C:10](=[C:11]([CH:13]=[O:14])[CH:12]=1)[O:9][C:8]([CH3:16])([CH3:15])[CH2:7][C:6]2([CH3:18])[CH3:17])#[CH:2].[CH3:19][O:20][C:21](=[O:30])[CH2:22][C:23]1[CH:28]=[CH:27][C:26](I)=[CH:25][CH:24]=1.C(N(CC)CC)C.C(OCC)(=O)C, predict the reaction product. The product is: [CH3:19][O:20][C:21](=[O:30])[CH2:22][C:23]1[CH:24]=[CH:25][C:26]([C:2]#[C:1][C:3]2[CH:4]=[C:5]3[C:10](=[C:11]([CH:13]=[O:14])[CH:12]=2)[O:9][C:8]([CH3:16])([CH3:15])[CH2:7][C:6]3([CH3:18])[CH3:17])=[CH:27][CH:28]=1. (2) Given the reactants [F:1][C:2]1[CH:12]=[CH:11][C:5]([O:6][CH2:7][C@@H:8]([NH2:10])[CH3:9])=[C:4]([C:13]([F:16])([F:15])[F:14])[CH:3]=1.[Si:17]([O:24][CH2:25][CH:26]=O)([C:20]([CH3:23])([CH3:22])[CH3:21])([CH3:19])[CH3:18].C(O[BH-](OC(=O)C)OC(=O)C)(=O)C.[Na+], predict the reaction product. The product is: [Si:17]([O:24][CH2:25][CH2:26][NH:10][C@@H:8]([CH3:9])[CH2:7][O:6][C:5]1[CH:11]=[CH:12][C:2]([F:1])=[CH:3][C:4]=1[C:13]([F:14])([F:15])[F:16])([C:20]([CH3:23])([CH3:22])[CH3:21])([CH3:19])[CH3:18].